This data is from Catalyst prediction with 721,799 reactions and 888 catalyst types from USPTO. The task is: Predict which catalyst facilitates the given reaction. (1) Reactant: [NH2:1][C:2]1[C:7]([S:8]([NH2:11])(=[O:10])=[O:9])=[CH:6][C:5]([Br:12])=[CH:4][N:3]=1.[CH2:13]([O:15][C:16](=[O:21])[CH2:17][C:18](Cl)=[O:19])[CH3:14].C(=O)(O)[O-].[Na+]. Product: [CH2:13]([O:15][C:16](=[O:21])[CH2:17][C:18]([NH:1][C:2]1[C:7]([S:8](=[O:9])(=[O:10])[NH2:11])=[CH:6][C:5]([Br:12])=[CH:4][N:3]=1)=[O:19])[CH3:14]. The catalyst class is: 12. (2) Reactant: Br[CH:2]([C:7]1[CH:12]=[CH:11][C:10]([O:13][C:14]([F:17])([F:16])[F:15])=[CH:9][CH:8]=1)[CH:3]1[CH2:6][O:5][CH2:4]1.[N-:18]=[N+:19]=[N-:20].[Na+].O.C(=O)([O-])O.[Na+]. Product: [N:18]([CH:2]([C:7]1[CH:12]=[CH:11][C:10]([O:13][C:14]([F:17])([F:16])[F:15])=[CH:9][CH:8]=1)[CH:3]1[CH2:6][O:5][CH2:4]1)=[N+:19]=[N-:20]. The catalyst class is: 21.